Task: Predict which catalyst facilitates the given reaction.. Dataset: Catalyst prediction with 721,799 reactions and 888 catalyst types from USPTO (1) Reactant: CN(C(ON1N=NC2C=CC=NC1=2)=[N+](C)C)C.F[P-](F)(F)(F)(F)F.[Cl:25][C:26]1[CH:27]=[C:28]([C:52](O)=[O:53])[CH:29]=[N:30][C:31]=1[NH:32][NH:33][C:34]([NH:36][CH:37]1[C:43]2[CH:44]=[CH:45][CH:46]=[CH:47][C:42]=2[CH2:41][CH2:40][C:39]2[CH:48]=[CH:49][CH:50]=[CH:51][C:38]1=2)=[S:35].[CH2:55]1[C@H:60]([NH2:61])[C:58](=[O:59])[S:57][CH2:56]1.Cl. Product: [Cl:25][C:26]1[CH:27]=[C:28]([C:52]([NH:61][C@H:60]2[CH2:55][CH2:56][S:57][C:58]2=[O:59])=[O:53])[CH:29]=[N:30][C:31]=1[NH:32][NH:33][C:34]([NH:36][CH:37]1[C:43]2[CH:44]=[CH:45][CH:46]=[CH:47][C:42]=2[CH2:41][CH2:40][C:39]2[CH:48]=[CH:49][CH:50]=[CH:51][C:38]1=2)=[S:35]. The catalyst class is: 44. (2) Reactant: [C:1]([O:5][C:6]([N:8](C(OC(C)(C)C)=O)[C:9]1[CH:10]=[N:11][CH:12]=[CH:13][C:14]=1[N:15]1[CH2:20][C@@H:19]([CH3:21])[C@@H:18]([CH2:22]S([O-])(=O)=O)[C@@H:17]([NH:27][C:28]([O:30][C:31]([CH3:34])([CH3:33])[CH3:32])=[O:29])[CH2:16]1)=[O:7])([CH3:4])([CH3:3])[CH3:2].[C-]#[N:43].[Na+]. Product: [C:1]([O:5][C:6]([NH:8][C:9]1[CH:10]=[N:11][CH:12]=[CH:13][C:14]=1[N:15]1[CH2:20][C@H:19]([CH3:21])[C@H:18]([C:22]#[N:43])[C@H:17]([NH:27][C:28](=[O:29])[O:30][C:31]([CH3:33])([CH3:34])[CH3:32])[CH2:16]1)=[O:7])([CH3:2])([CH3:4])[CH3:3]. The catalyst class is: 3. (3) Reactant: [Cl:1][C:2]1[N:10]=[C:9]2[C:5]([NH:6][CH:7]=[N:8]2)=[C:4]([Cl:11])[N:3]=1.[H-].[Na+].Cl[CH2:15][O:16][CH2:17][CH2:18][Si:19]([CH3:22])([CH3:21])[CH3:20]. Product: [Cl:1][C:2]1[N:10]=[C:9]2[C:5]([N:6]=[CH:7][N:8]2[CH2:15][O:16][CH2:17][CH2:18][Si:19]([CH3:22])([CH3:21])[CH3:20])=[C:4]([Cl:11])[N:3]=1. The catalyst class is: 9. (4) Reactant: [Li+].C[Si]([N-][Si](C)(C)C)(C)C.[Cl:11][C:12]1[C:17]([C:18]([NH2:20])=[O:19])=[CH:16][C:15]([F:21])=[C:14]([F:22])[N:13]=1.[CH:23](N1CCOCC1)=[O:24]. Product: [Cl:11][C:12]1[C:17]2[C:18](=[O:19])[NH:20][CH:23]([OH:24])[C:16]=2[C:15]([F:21])=[C:14]([F:22])[N:13]=1. The catalyst class is: 1. (5) Reactant: CO.[OH-].[Li+].[C:5]([O:9][C:10]([NH:12][C:13]([CH3:29])([CH3:28])[CH2:14][C:15]1[N:19]([CH2:20][CH2:21][CH3:22])[N:18]=[C:17]([C:23]([O:25]CC)=[O:24])[CH:16]=1)=[O:11])([CH3:8])([CH3:7])[CH3:6]. Product: [C:5]([O:9][C:10]([NH:12][C:13]([CH3:28])([CH3:29])[CH2:14][C:15]1[N:19]([CH2:20][CH2:21][CH3:22])[N:18]=[C:17]([C:23]([OH:25])=[O:24])[CH:16]=1)=[O:11])([CH3:8])([CH3:6])[CH3:7]. The catalyst class is: 86. (6) Reactant: [CH2:1]([C:3]1[C:4]([C:13]([O:15][CH3:16])=[O:14])=[CH:5][N:6]2[C:11]=1[C:10](=O)[NH:9][CH:8]=[N:7]2)[CH3:2].C(N(C(C)C)CC)(C)C.P(Cl)(Cl)([Cl:28])=O. Product: [Cl:28][C:10]1[C:11]2=[C:3]([CH2:1][CH3:2])[C:4]([C:13]([O:15][CH3:16])=[O:14])=[CH:5][N:6]2[N:7]=[CH:8][N:9]=1. The catalyst class is: 11.